Dataset: Reaction yield outcomes from USPTO patents with 853,638 reactions. Task: Predict the reaction yield, written as a fraction of the theoretical maximum amount of product (1.0 means a 100% yield; for example, 0.34 means a 34% yield). (1) The reactants are [CH2:1](Br)[C:2]1[CH:7]=[CH:6][CH:5]=[CH:4][CH:3]=1.[F:9][C:10]1[C:15]([F:16])=[CH:14][CH:13]=[CH:12][C:11]=1[OH:17].C(=O)([O-])[O-].[K+].[K+]. The catalyst is CN(C=O)C. The product is [CH2:1]([O:17][C:11]1[CH:12]=[CH:13][CH:14]=[C:15]([F:16])[C:10]=1[F:9])[C:2]1[CH:7]=[CH:6][CH:5]=[CH:4][CH:3]=1. The yield is 0.951. (2) The reactants are [Cl:1][C:2]1[CH:30]=[CH:29][C:5]([CH2:6][C:7]2[N:8]=[C:9]([C:17]3[C:18]([CH3:28])=[N:19][N:20]4[CH:25]=[CH:24][C:23]([CH:26]=O)=[CH:22][C:21]=34)[S:10][C:11]=2[C:12]2[NH:16][CH:15]=[N:14][N:13]=2)=[CH:4][CH:3]=1.[N:31]1([C:37]([O:39][C:40]([CH3:43])([CH3:42])[CH3:41])=[O:38])[CH2:36][CH2:35][NH:34][CH2:33][CH2:32]1.C(O)(=O)C.C(O[BH-](OC(=O)C)OC(=O)C)(=O)C.[Na+]. The catalyst is C(Cl)Cl. The product is [Cl:1][C:2]1[CH:30]=[CH:29][C:5]([CH2:6][C:7]2[N:8]=[C:9]([C:17]3[C:18]([CH3:28])=[N:19][N:20]4[CH:25]=[CH:24][C:23]([CH2:26][N:34]5[CH2:35][CH2:36][N:31]([C:37]([O:39][C:40]([CH3:43])([CH3:42])[CH3:41])=[O:38])[CH2:32][CH2:33]5)=[CH:22][C:21]=34)[S:10][C:11]=2[C:12]2[NH:16][CH:15]=[N:14][N:13]=2)=[CH:4][CH:3]=1. The yield is 0.705. (3) The reactants are [NH2:1][C:2]1([C:7]([OH:9])=[O:8])[CH2:6][CH2:5][CH2:4][CH2:3]1.S(Cl)([Cl:12])=O.[CH3:14]O. No catalyst specified. The product is [ClH:12].[CH3:14][O:8][C:7]([C:2]1([NH2:1])[CH2:6][CH2:5][CH2:4][CH2:3]1)=[O:9]. The yield is 0.980. (4) The reactants are C1C(=O)N([Cl:8])C(=O)C1.[CH3:9][O:10][C:11]1[S:15][C:14]([C:16]([O:18]C)=[O:17])=[CH:13][C:12]=1[C:20]1[N:24]([CH3:25])[N:23]=[CH:22][CH:21]=1.[OH-].[Na+]. The catalyst is O1CCCC1. The product is [Cl:8][C:21]1[CH:22]=[N:23][N:24]([CH3:25])[C:20]=1[C:12]1[CH:13]=[C:14]([C:16]([OH:18])=[O:17])[S:15][C:11]=1[O:10][CH3:9]. The yield is 0.980. (5) The reactants are [CH3:1][O:2][C:3](=[O:12])[C:4]1[CH:9]=[CH:8][C:7]([CH3:10])=[C:6]([F:11])[CH:5]=1.CC(N=NC(C#N)(C)C)(C#N)C.[Br:25]N1C(=O)CCC1=O. The catalyst is C(Cl)(Cl)(Cl)Cl. The product is [CH3:1][O:2][C:3](=[O:12])[C:4]1[CH:9]=[CH:8][C:7]([CH2:10][Br:25])=[C:6]([F:11])[CH:5]=1. The yield is 0.410. (6) The reactants are C[O:2][CH:3](OC)[CH2:4][N:5]1[C:9]2[C:10]([C:14]([O:16][CH3:17])=[O:15])=[CH:11][CH:12]=[CH:13][C:8]=2[N:7]=[C:6]1[C:18]1[CH:23]=[CH:22][CH:21]=[CH:20][CH:19]=1.C(O)(=O)C.O. The catalyst is ClCCCl. The product is [O:2]=[CH:3][CH2:4][N:5]1[C:9]2[C:10]([C:14]([O:16][CH3:17])=[O:15])=[CH:11][CH:12]=[CH:13][C:8]=2[N:7]=[C:6]1[C:18]1[CH:23]=[CH:22][CH:21]=[CH:20][CH:19]=1. The yield is 0.850. (7) The product is [CH3:10][N:1]1[CH2:9][CH2:8][CH:4]([C:5]([NH2:7])=[O:6])[CH2:3][CH2:2]1. The yield is 0.640. The reactants are [NH:1]1[CH2:9][CH2:8][CH:4]([C:5]([NH2:7])=[O:6])[CH2:3][CH2:2]1.[CH2:10]=O. The catalyst is O.[Pd]. (8) The reactants are [NH2:1][C:2]1[CH:3]=[CH:4][C:5]2[O:9][C:8]([CH:10]([NH:17][C:18]3[CH:23]=[CH:22][C:21]([C:24]([N:26]([CH3:34])[CH2:27][CH2:28][C:29]([O:31][CH2:32][CH3:33])=[O:30])=[O:25])=[CH:20][CH:19]=3)[CH:11]3[CH2:16][CH2:15][CH2:14][CH2:13][CH2:12]3)=[C:7]([CH3:35])[C:6]=2[CH:36]=1.[C:37]1([S:43](Cl)(=[O:45])=[O:44])[CH:42]=[CH:41][CH:40]=[CH:39][CH:38]=1.[Cl-].[NH4+]. The catalyst is CN(C)C(=O)C. The product is [CH:11]1([CH:10]([NH:17][C:18]2[CH:23]=[CH:22][C:21]([C:24]([N:26]([CH3:34])[CH2:27][CH2:28][C:29]([O:31][CH2:32][CH3:33])=[O:30])=[O:25])=[CH:20][CH:19]=2)[C:8]2[O:9][C:5]3[CH:4]=[CH:3][C:2]([NH:1][S:43]([C:37]4[CH:42]=[CH:41][CH:40]=[CH:39][CH:38]=4)(=[O:45])=[O:44])=[CH:36][C:6]=3[C:7]=2[CH3:35])[CH2:12][CH2:13][CH2:14][CH2:15][CH2:16]1. The yield is 0.960. (9) The reactants are [CH3:16][C:11]1([CH3:17])[C:12]([CH3:15])([CH3:14])[O:13][B:9]([B:9]2[O:13][C:12]([CH3:15])([CH3:14])[C:11]([CH3:17])([CH3:16])[O:10]2)[O:10]1.C([O-])(=O)C.[K+].Br[C:25]1[CH:26]=[N:27][CH:28]=[C:29]([CH:35]=1)[C:30]([O:32][CH2:33][CH3:34])=[O:31]. The catalyst is O1CCOCC1.C1C=CC(/C=C/C(/C=C/C2C=CC=CC=2)=O)=CC=1.C1C=CC(/C=C/C(/C=C/C2C=CC=CC=2)=O)=CC=1.C1C=CC(/C=C/C(/C=C/C2C=CC=CC=2)=O)=CC=1.[Pd].[Pd].F[B-](F)(F)F.C1([PH+](C2CCCCC2)C2CCCCC2)CCCCC1. The product is [CH3:15][C:12]1([CH3:14])[C:11]([CH3:16])([CH3:17])[O:10][B:9]([C:25]2[CH:26]=[N:27][CH:28]=[C:29]([CH:35]=2)[C:30]([O:32][CH2:33][CH3:34])=[O:31])[O:13]1. The yield is 1.15. (10) The reactants are [C:1]([C:4]1[CH:9]=[CH:8][CH:7]=[C:6]([N+:10]([O-:12])=[O:11])[C:5]=1[NH:13]C(=O)C)(=[O:3])[CH3:2].Cl. The catalyst is C(O)C. The product is [NH2:13][C:5]1[C:6]([N+:10]([O-:12])=[O:11])=[CH:7][CH:8]=[CH:9][C:4]=1[C:1](=[O:3])[CH3:2]. The yield is 0.823.